Dataset: NCI-60 drug combinations with 297,098 pairs across 59 cell lines. Task: Regression. Given two drug SMILES strings and cell line genomic features, predict the synergy score measuring deviation from expected non-interaction effect. (1) Drug 1: CC1=C2C(C(=O)C3(C(CC4C(C3C(C(C2(C)C)(CC1OC(=O)C(C(C5=CC=CC=C5)NC(=O)OC(C)(C)C)O)O)OC(=O)C6=CC=CC=C6)(CO4)OC(=O)C)OC)C)OC. Drug 2: C1C(C(OC1N2C=NC(=NC2=O)N)CO)O. Cell line: MALME-3M. Synergy scores: CSS=19.8, Synergy_ZIP=-6.72, Synergy_Bliss=-6.85, Synergy_Loewe=-12.9, Synergy_HSA=-4.98. (2) Drug 1: C1CCN(CC1)CCOC2=CC=C(C=C2)C(=O)C3=C(SC4=C3C=CC(=C4)O)C5=CC=C(C=C5)O. Drug 2: CC1=CC2C(CCC3(C2CCC3(C(=O)C)OC(=O)C)C)C4(C1=CC(=O)CC4)C. Cell line: SR. Synergy scores: CSS=1.55, Synergy_ZIP=2.73, Synergy_Bliss=3.90, Synergy_Loewe=3.21, Synergy_HSA=2.21.